Dataset: Forward reaction prediction with 1.9M reactions from USPTO patents (1976-2016). Task: Predict the product of the given reaction. (1) The product is: [NH2:1][C:2]1[N:7]=[CH:6][C:5]([O:8][C:9]2[CH:18]=[C:17]([N:19]3[CH2:24][CH2:23][N:22]([CH2:25][C:26]4[CH2:27][C:28]5([CH2:34][CH2:35][C:36]=4[C:37]4[CH:42]=[CH:41][C:40]([Cl:43])=[CH:39][CH:38]=4)[CH2:33][CH2:32][N:31]([CH:47]([CH2:48][F:49])[CH2:46][F:45])[CH2:30][CH2:29]5)[CH2:21][CH2:20]3)[CH:16]=[CH:15][C:10]=2[C:11]([OH:13])=[O:12])=[CH:4][C:3]=1[Cl:44]. Given the reactants [NH2:1][C:2]1[N:7]=[CH:6][C:5]([O:8][C:9]2[CH:18]=[C:17]([N:19]3[CH2:24][CH2:23][N:22]([CH2:25][C:26]4[CH2:27][C:28]5([CH2:34][CH2:35][C:36]=4[C:37]4[CH:42]=[CH:41][C:40]([Cl:43])=[CH:39][CH:38]=4)[CH2:33][CH2:32][NH:31][CH2:30][CH2:29]5)[CH2:21][CH2:20]3)[CH:16]=[CH:15][C:10]=2[C:11]([O:13]C)=[O:12])=[CH:4][C:3]=1[Cl:44].[F:45][CH2:46][C:47](=O)[CH2:48][F:49].C(O[BH3-])(=O)C.[Na+].O[Li].O.Cl, predict the reaction product. (2) Given the reactants [C:1]([O:5][C:6]([N:8]1[CH2:13][CH2:12][CH:11]([C@:14]2([CH3:24])[O:23][C:17]3=[CH:18][N:19]=[C:20](Cl)[CH:21]=[C:16]3[CH2:15]2)[CH2:10][CH2:9]1)=[O:7])([CH3:4])([CH3:3])[CH3:2].[CH3:25][S:26]([C:29]1[CH:34]=[CH:33][C:32](B(O)O)=[CH:31][CH:30]=1)(=[O:28])=[O:27], predict the reaction product. The product is: [C:1]([O:5][C:6]([N:8]1[CH2:13][CH2:12][CH:11]([C@:14]2([CH3:24])[O:23][C:17]3=[CH:18][N:19]=[C:20]([C:32]4[CH:33]=[CH:34][C:29]([S:26]([CH3:25])(=[O:28])=[O:27])=[CH:30][CH:31]=4)[CH:21]=[C:16]3[CH2:15]2)[CH2:10][CH2:9]1)=[O:7])([CH3:4])([CH3:3])[CH3:2]. (3) Given the reactants [F:1][C:2]1[CH:7]=[CH:6][C:5]([N+:8]([O-])=O)=[CH:4][C:3]=1[NH2:11].[CH2:12]([OH:14])[CH3:13], predict the reaction product. The product is: [NH2:8][C:5]1[CH:6]=[CH:7][C:2]([F:1])=[C:3]([NH:11][C:12](=[O:14])[CH3:13])[CH:4]=1. (4) Given the reactants [CH2:1]([O:8][CH2:9][N:10]1[C:15](=[O:16])[C:14]([Br:17])=[N:13][N:12](CC(F)(F)C2C=CC=CC=2)[C:11]1=[O:28])[C:2]1[CH:7]=[CH:6][CH:5]=[CH:4][CH:3]=1.[Br:29][C:30]1[CH:31]=[C:32]2[C:37](=[CH:38][CH:39]=1)[C:36]([CH2:40]O)=[CH:35][CH:34]=[CH:33]2, predict the reaction product. The product is: [CH2:1]([O:8][CH2:9][N:10]1[C:15](=[O:16])[C:14]([Br:17])=[N:13][N:12]([CH2:40][C:36]2[C:37]3[C:32](=[CH:31][C:30]([Br:29])=[CH:39][CH:38]=3)[CH:33]=[CH:34][CH:35]=2)[C:11]1=[O:28])[C:2]1[CH:7]=[CH:6][CH:5]=[CH:4][CH:3]=1. (5) Given the reactants [Cl:1][C:2]1[CH:3]=[C:4]([C:9]2[C:14]([O:15][CH2:16][C:17]([F:20])([F:19])[F:18])=[CH:13][N:12]=[C:11]([C:21](O)=[O:22])[CH:10]=2)[CH:5]=[CH:6][C:7]=1[CH3:8].[CH3:24][O:25][C:26]1[CH:30]=[C:29]([CH2:31][NH2:32])[O:28][N:27]=1, predict the reaction product. The product is: [Cl:1][C:2]1[CH:3]=[C:4]([C:9]2[C:14]([O:15][CH2:16][C:17]([F:20])([F:19])[F:18])=[CH:13][N:12]=[C:11]([C:21]([NH:32][CH2:31][C:29]3[O:28][N:27]=[C:26]([O:25][CH3:24])[CH:30]=3)=[O:22])[CH:10]=2)[CH:5]=[CH:6][C:7]=1[CH3:8]. (6) Given the reactants [O-2].[La+3:2].[O-2].[O-2].[La+3].[N+]([O-])(O)=O.[C:10]([OH:15])(=[O:14])[C:11]([OH:13])=[O:12], predict the reaction product. The product is: [C:10]([O-:15])(=[O:14])[C:11]([O-:13])=[O:12].[La+3:2].[C:10]([O-:15])(=[O:14])[C:11]([O-:13])=[O:12].[C:10]([O-:15])(=[O:14])[C:11]([O-:13])=[O:12].[La+3:2].